From a dataset of Full USPTO retrosynthesis dataset with 1.9M reactions from patents (1976-2016). Predict the reactants needed to synthesize the given product. (1) Given the product [CH3:33][N:32]([CH3:34])/[C:30](=[N:1]/[C:2](=[O:27])[CH2:3][C@H:4]([N:13]1[CH2:17][CH2:16][C@H:15]([NH:18][C:19](=[O:25])[O:20][C:21]([CH3:22])([CH3:23])[CH3:24])[C:14]1=[O:26])[C:5]([N:7]1[CH2:12][CH2:11][O:10][CH2:9][CH2:8]1)=[O:6])/[CH3:31], predict the reactants needed to synthesize it. The reactants are: [NH2:1][C:2](=[O:27])[CH2:3][C@H:4]([N:13]1[CH2:17][CH2:16][C@H:15]([NH:18][C:19](=[O:25])[O:20][C:21]([CH3:24])([CH3:23])[CH3:22])[C:14]1=[O:26])[C:5]([N:7]1[CH2:12][CH2:11][O:10][CH2:9][CH2:8]1)=[O:6].CO[C:30](OC)([N:32]([CH3:34])[CH3:33])[CH3:31]. (2) The reactants are: [NH2:1][C:2]1[N:10]=[C:9]([C:11]([NH:13][CH2:14][CH:15]2[CH2:17][CH2:16]2)=[O:12])[N:8]=[C:7]2[C:3]=1[NH:4][C:5](=O)[N:6]2[CH2:18][C:19]1[CH:24]=[CH:23][CH:22]=[CH:21][CH:20]=1.C(N(CC)CC)C.[CH3:33][O:34][C:35]1[CH:42]=[CH:41][C:38]([CH2:39]Cl)=[CH:37][CH:36]=1. Given the product [NH2:1][C:2]1[N:10]=[C:9]([C:11]([NH:13][CH2:14][CH:15]2[CH2:16][CH2:17]2)=[O:12])[N:8]=[C:7]2[C:3]=1[NH:4][CH:5]([CH2:39][C:38]1[CH:41]=[CH:42][C:35]([O:34][CH3:33])=[CH:36][CH:37]=1)[N:6]2[CH2:18][C:19]1[CH:24]=[CH:23][CH:22]=[CH:21][CH:20]=1, predict the reactants needed to synthesize it.